From a dataset of Peptide-MHC class I binding affinity with 185,985 pairs from IEDB/IMGT. Regression. Given a peptide amino acid sequence and an MHC pseudo amino acid sequence, predict their binding affinity value. This is MHC class I binding data. The MHC is H-2-Db with pseudo-sequence H-2-Db. The binding affinity (normalized) is 0.200. The peptide sequence is CSYMSGYL.